Dataset: Forward reaction prediction with 1.9M reactions from USPTO patents (1976-2016). Task: Predict the product of the given reaction. (1) Given the reactants [Br:1][C:2]1[CH:3]=[N:4][CH:5]=[CH:6][C:7]=1[O:8][C:9]1[C:14]([F:15])=[CH:13][C:12]([NH2:16])=[C:11]([F:17])[CH:10]=1.C(N(CC)CC)C.[F:25][C:26]1[CH:31]=[CH:30][C:29]([N:32]2[CH:37]=[CH:36][CH:35]=[C:34]([C:38](Cl)=[O:39])[C:33]2=[O:41])=[CH:28][CH:27]=1, predict the reaction product. The product is: [Br:1][C:2]1[CH:3]=[N:4][CH:5]=[CH:6][C:7]=1[O:8][C:9]1[C:14]([F:15])=[CH:13][C:12]([NH:16][C:38]([C:34]2[C:33](=[O:41])[N:32]([C:29]3[CH:28]=[CH:27][C:26]([F:25])=[CH:31][CH:30]=3)[CH:37]=[CH:36][CH:35]=2)=[O:39])=[C:11]([F:17])[CH:10]=1. (2) Given the reactants [N+:1]([C:4]1[CH:16]=[CH:15][C:7]2[O:8][C:9]3[CH:14]=[CH:13][CH:12]=[CH:11][C:10]=3[C:6]=2[CH:5]=1)([O-])=O.[H][H], predict the reaction product. The product is: [NH2:1][C:4]1[CH:16]=[CH:15][C:7]2[O:8][C:9]3[CH:14]=[CH:13][CH:12]=[CH:11][C:10]=3[C:6]=2[CH:5]=1. (3) Given the reactants [Cl:1][C:2]1[CH:3]=[CH:4][C:5]([CH2:8][O:9][C:10]2[CH:15]=[CH:14][N:13]([C:16]3[CH:17]=[N:18][C:19](F)=[CH:20][CH:21]=3)[C:12](=[O:23])[CH:11]=2)=[N:6][CH:7]=1.[CH3:24][N:25]([CH3:31])[C@@H:26]1[CH2:30][CH2:29][NH:28][CH2:27]1.C([O-])([O-])=O.[K+].[K+], predict the reaction product. The product is: [Cl:1][C:2]1[CH:3]=[CH:4][C:5]([CH2:8][O:9][C:10]2[CH:15]=[CH:14][N:13]([C:16]3[CH:17]=[N:18][C:19]([N:28]4[CH2:29][CH2:30][C@@H:26]([N:25]([CH3:31])[CH3:24])[CH2:27]4)=[CH:20][CH:21]=3)[C:12](=[O:23])[CH:11]=2)=[N:6][CH:7]=1. (4) The product is: [ClH:51].[ClH:51].[NH2:42][C@H:39]1[CH2:40][CH2:41][N:37]([C@H:32]([C:29]2[CH:30]=[CH:31][C:26]3[N:27]([C:23]([C:20]4[CH:19]=[CH:18][C:17]5[C:22](=[C:13]([O:12][CH2:11][CH2:10][CH2:9][OH:8])[CH:14]=[C:15]([F:50])[CH:16]=5)[N:21]=4)=[N:24][N:25]=3)[CH:28]=2)[C:33]([F:35])([F:34])[F:36])[CH2:38]1. Given the reactants [Si]([O:8][CH2:9][CH2:10][CH2:11][O:12][C:13]1[CH:14]=[C:15]([F:50])[CH:16]=[C:17]2[C:22]=1[N:21]=[C:20]([C:23]1[N:27]3[CH:28]=[C:29]([C@@H:32]([N:37]4[CH2:41][CH2:40][C@H:39]([NH:42]C(=O)OC(C)(C)C)[CH2:38]4)[C:33]([F:36])([F:35])[F:34])[CH:30]=[CH:31][C:26]3=[N:25][N:24]=1)[CH:19]=[CH:18]2)(C(C)(C)C)(C)C.[Cl:51]CCl, predict the reaction product. (5) Given the reactants [NH:1]1[CH2:6][CH2:5][CH2:4][C@@H:3]([N:7]2[CH:11]=[C:10]([O:12][C:13]3[N:14]=[C:15]([OH:23])[C:16]4[CH:22]=[CH:21][N:20]=[CH:19][C:17]=4[N:18]=3)[CH:9]=[N:8]2)[CH2:2]1.[CH:24]1([C:27](Cl)=[O:28])[CH2:26][CH2:25]1, predict the reaction product. The product is: [CH:24]1([C:27]([N:1]2[CH2:6][CH2:5][CH2:4][C@@H:3]([N:7]3[CH:11]=[C:10]([O:12][C:13]4[N:14]=[C:15]([OH:23])[C:16]5[CH:22]=[CH:21][N:20]=[CH:19][C:17]=5[N:18]=4)[CH:9]=[N:8]3)[CH2:2]2)=[O:28])[CH2:26][CH2:25]1. (6) Given the reactants [C:1](C1C=CC(C(O)=O)=CC=1)(=O)C1C=CC=CC=1.C(NCC)C.[F:23][C:24]1[CH:25]=[C:26]([NH:30][C:31](=[O:46])[C:32]2[CH:37]=[CH:36][CH:35]=[C:34]([C:38](=[O:45])[C:39]3[CH:44]=[CH:43][CH:42]=[CH:41][CH:40]=3)[CH:33]=2)[CH:27]=[CH:28][CH:29]=1.[H-].[Na+].CI, predict the reaction product. The product is: [F:23][C:24]1[CH:25]=[C:26]([N:30]([CH3:1])[C:31](=[O:46])[C:32]2[CH:37]=[CH:36][CH:35]=[C:34]([C:38](=[O:45])[C:39]3[CH:40]=[CH:41][CH:42]=[CH:43][CH:44]=3)[CH:33]=2)[CH:27]=[CH:28][CH:29]=1.